From a dataset of Forward reaction prediction with 1.9M reactions from USPTO patents (1976-2016). Predict the product of the given reaction. (1) The product is: [NH2:49][C:44]1[CH:45]=[CH:46][CH:47]=[C:48]2[C:43]=1[C:42](=[O:52])[NH:41][N:40]=[C:39]2[CH2:38][C:37]1[CH:53]=[CH:54][C:34]([F:33])=[C:35]([C:55]([N:57]2[CH2:58][CH2:59][CH:60]([O:63][CH3:64])[CH2:61][CH2:62]2)=[O:56])[CH:36]=1. Given the reactants FC1C=CC(CC2C3C(=CC=CC=3[N+]([O-])=O)C(=O)NN=2)=CC=1C(N1CCC(OC)CC1)=O.[F:33][C:34]1[CH:54]=[CH:53][C:37]([CH2:38][C:39]2[C:48]3[C:43](=[C:44]([N+:49]([O-])=O)[CH:45]=[CH:46][CH:47]=3)[C:42](=[O:52])[NH:41][N:40]=2)=[CH:36][C:35]=1[C:55]([N:57]1[CH2:62][CH2:61][CH:60]([O:63][CH3:64])[CH2:59][CH2:58]1)=[O:56], predict the reaction product. (2) Given the reactants [C:1]([C:4]1[CH:9]=[CH:8][C:7]([C:10]2[C:11]([S:16]([NH:19][C:20]([CH3:23])([CH3:22])[CH3:21])(=[O:18])=[O:17])=[CH:12][CH:13]=[CH:14][CH:15]=2)=[CH:6][C:5]=1[F:24])(=O)[CH3:2].II.[NH2:27][C:28]([NH2:30])=[S:29], predict the reaction product. The product is: [NH2:30][C:28]1[S:29][CH:2]=[C:1]([C:4]2[CH:9]=[CH:8][C:7]([C:10]3[C:11]([S:16]([NH:19][C:20]([CH3:23])([CH3:22])[CH3:21])(=[O:18])=[O:17])=[CH:12][CH:13]=[CH:14][CH:15]=3)=[CH:6][C:5]=2[F:24])[N:27]=1. (3) Given the reactants [OH:1][CH:2]([CH3:15])[CH2:3][C:4]([CH:6]1[C:11]([CH3:13])([CH3:12])[CH2:10][CH2:9][CH:8]=[C:7]1[CH3:14])=[O:5].CCN(CC)CC.CN(C1C=CC=CN=1)C.[C:32](Cl)(=[O:39])[C:33]1[CH:38]=[CH:37][CH:36]=[CH:35][CH:34]=1.Cl, predict the reaction product. The product is: [C:32]([O:1][CH:2]([CH3:15])[CH2:3][C:4](=[O:5])[CH:6]1[C:11]([CH3:13])([CH3:12])[CH2:10][CH2:9][CH:8]=[C:7]1[CH3:14])(=[O:39])[C:33]1[CH:38]=[CH:37][CH:36]=[CH:35][CH:34]=1. (4) Given the reactants Cl.[NH2:2][C@@H:3]([CH2:14][OH:15])[C:4]([O:6][CH2:7][C:8]1[CH:13]=[CH:12][CH:11]=[CH:10][CH:9]=1)=[O:5].C([O-])([O-])=O.[K+].[K+].[Cl:22][CH2:23][C:24](Cl)=[O:25], predict the reaction product. The product is: [Cl:22][CH2:23][C:24]([NH:2][C@H:3]([C:4]([O:6][CH2:7][C:8]1[CH:13]=[CH:12][CH:11]=[CH:10][CH:9]=1)=[O:5])[CH2:14][OH:15])=[O:25]. (5) Given the reactants [CH:1]1[C:14]2[CH:13]=[CH:12][C:11]3[C:6](=[CH:7][CH:8]=[CH:9][CH:10]=3)[C:5]=2[CH:4]=[CH:3][C:2]=1[C:15]1[N:19]([C:20]2[CH:25]=[CH:24][C:23]([CH2:26][C:27]#[N:28])=[CH:22][CH:21]=2)[N:18]=[C:17]([C:29]([F:32])([F:31])[F:30])[CH:16]=1.Cl.[OH:34][NH2:35], predict the reaction product. The product is: [CH:1]1[C:14]2[CH:13]=[CH:12][C:11]3[C:6](=[CH:7][CH:8]=[CH:9][CH:10]=3)[C:5]=2[CH:4]=[CH:3][C:2]=1[C:15]1[N:19]([C:20]2[CH:25]=[CH:24][C:23]([CH2:26][C:27]([NH:35][OH:34])=[NH:28])=[CH:22][CH:21]=2)[N:18]=[C:17]([C:29]([F:32])([F:30])[F:31])[CH:16]=1. (6) Given the reactants [Cl:1][C:2]1[CH:7]=[CH:6][C:5]([CH:8]2[CH:12]([C:13]3[CH:18]=[CH:17][C:16]([Cl:19])=[CH:15][CH:14]=3)[NH:11][C:10]([C:20]3[C:21]([O:29][CH2:30][CH3:31])=[N:22][C:23]([O:26][CH2:27][CH3:28])=[N:24][CH:25]=3)=[N:9]2)=[CH:4][CH:3]=1.[C:32](Cl)([Cl:34])=[O:33], predict the reaction product. The product is: [Cl:1][C:2]1[CH:7]=[CH:6][C:5]([CH:8]2[CH:12]([C:13]3[CH:18]=[CH:17][C:16]([Cl:19])=[CH:15][CH:14]=3)[N:11]([C:32]([Cl:34])=[O:33])[C:10]([C:20]3[C:21]([O:29][CH2:30][CH3:31])=[N:22][C:23]([O:26][CH2:27][CH3:28])=[N:24][CH:25]=3)=[N:9]2)=[CH:4][CH:3]=1.